Dataset: Forward reaction prediction with 1.9M reactions from USPTO patents (1976-2016). Task: Predict the product of the given reaction. (1) Given the reactants [CH2:1]([O:8][C:9](=[O:17])[CH2:10][CH2:11][CH2:12][C:13](=O)[CH2:14]Br)[C:2]1[CH:7]=[CH:6][CH:5]=[CH:4][CH:3]=1.[C:18]([NH:25][C:26]([NH2:28])=[NH:27])([O:20][C:21]([CH3:24])([CH3:23])[CH3:22])=[O:19], predict the reaction product. The product is: [C:21]([O:20][C:18]([N:25]1[CH:14]=[C:13]([CH2:12][CH2:11][CH2:10][C:9]([O:8][CH2:1][C:2]2[CH:7]=[CH:6][CH:5]=[CH:4][CH:3]=2)=[O:17])[N:27]=[C:26]1[NH2:28])=[O:19])([CH3:24])([CH3:22])[CH3:23]. (2) Given the reactants [Cl:1][C:2]1[C:3]2[NH:10][CH:9]=[CH:8][C:4]=2[N:5]=[CH:6][N:7]=1.Br[CH2:12][C:13]([CH3:15])=[O:14].C(=O)([O-])[O-].[K+].[K+], predict the reaction product. The product is: [Cl:1][C:2]1[C:3]2[N:10]([CH2:12][C:13]([CH3:15])=[O:14])[CH:9]=[CH:8][C:4]=2[N:5]=[CH:6][N:7]=1. (3) Given the reactants P(Cl)(Cl)([Cl:3])=O.N1C2C(=CC=CC=2)C=CC=1.[Cl:16][C:17]1[C:18](O)=[N:19][CH:20]=[C:21]([N+:23]([O-:25])=[O:24])[CH:22]=1, predict the reaction product. The product is: [Cl:3][C:18]1[C:17]([Cl:16])=[CH:22][C:21]([N+:23]([O-:25])=[O:24])=[CH:20][N:19]=1.